The task is: Regression/Classification. Given a drug SMILES string, predict its toxicity properties. Task type varies by dataset: regression for continuous values (e.g., LD50, hERG inhibition percentage) or binary classification for toxic/non-toxic outcomes (e.g., AMES mutagenicity, cardiotoxicity, hepatotoxicity). Dataset: herg_karim.. This data is from hERG potassium channel inhibition data for cardiac toxicity prediction from Karim et al.. (1) The drug is O=C(N[C@H]1CCCC[C@@H]1O)c1cc(CN2CCN(c3cc4ccccc4cn3)CC2)c2ccccn2c1=O. The result is 1 (blocker). (2) The compound is NC1(C(=O)N[C@@H](CCN2CCCC2)c2ccc(Cl)cc2)CCN(c2ncnc3[nH]ccc23)CC1. The result is 0 (non-blocker). (3) The drug is Cc1ncc(-c2ccnc(Nc3ccc(C(=O)NC4CC4)cc3)n2)n1C(C)C. The result is 1 (blocker). (4) The compound is Cc1ncoc1-c1nnc(SCCCN2CC[C@]3(C[C@H]3c3ccccc3)C2)n1C. The result is 1 (blocker).